Dataset: Full USPTO retrosynthesis dataset with 1.9M reactions from patents (1976-2016). Task: Predict the reactants needed to synthesize the given product. The reactants are: C([NH:4][C:5]1[CH:10]=[C:9]([C:11]2[CH:16]=[CH:15][C:14]([C:17]([F:20])([F:19])[F:18])=[C:13]([F:21])[C:12]=2[F:22])[N:8]=[C:7]([C:23]([O:25]C)=[O:24])[C:6]=1[Cl:27])(=O)C.[OH-].[Na+]. Given the product [NH2:4][C:5]1[CH:10]=[C:9]([C:11]2[CH:16]=[CH:15][C:14]([C:17]([F:18])([F:19])[F:20])=[C:13]([F:21])[C:12]=2[F:22])[N:8]=[C:7]([C:23]([OH:25])=[O:24])[C:6]=1[Cl:27], predict the reactants needed to synthesize it.